Dataset: Reaction yield outcomes from USPTO patents with 853,638 reactions. Task: Predict the reaction yield, written as a fraction of the theoretical maximum amount of product (1.0 means a 100% yield; for example, 0.34 means a 34% yield). (1) The reactants are [CH3:1][O:2][CH2:3][O:4][C:5]1[CH:14]=[CH:13][C:12]2[O:11][CH:10]([C:15]3[CH:20]=[CH:19][C:18]([O:21][CH2:22][O:23][CH3:24])=[CH:17][CH:16]=3)[CH:9]3[CH2:25][C:26](=[O:28])[CH2:27][CH:8]3[C:7]=2[CH:6]=1.[Cl-].[NH4+]. The catalyst is CO.C1COCC1.CCOC(C)=O. The product is [CH3:1][O:2][CH2:3][O:4][C:5]1[CH:14]=[CH:13][C:12]2[O:11][CH:10]([C:15]3[CH:16]=[CH:17][C:18]([O:21][CH2:22][O:23][CH3:24])=[CH:19][CH:20]=3)[CH:9]3[CH2:25][CH:26]([OH:28])[CH2:27][CH:8]3[C:7]=2[CH:6]=1. The yield is 1.00. (2) The reactants are [CH3:1][O:2][CH2:3][CH2:4][O:5][CH2:6][C:7]([C:10]1[CH:15]=[CH:14][C:13]([NH2:16])=[CH:12][CH:11]=1)([CH3:9])[CH3:8].[N+:17]([O-])([O-:19])=[O:18].[K+]. The catalyst is OS(O)(=O)=O. The product is [CH3:1][O:2][CH2:3][CH2:4][O:5][CH2:6][C:7]([C:10]1[CH:15]=[CH:14][C:13]([NH2:16])=[CH:12][C:11]=1[N+:17]([O-:19])=[O:18])([CH3:9])[CH3:8]. The yield is 0.710. (3) The reactants are [CH:1]([N:4]([CH:8]([CH3:10])[CH3:9])[P:5](Cl)Cl)([CH3:3])[CH3:2].[CH3:11][Si:12]([CH3:17])([CH3:16])[CH2:13][CH2:14][OH:15].CCN(CC)CC.[CH3:25][CH2:26][O:27]CC. No catalyst specified. The product is [CH:1]([N:4]([CH:8]([CH3:10])[CH3:9])[P:5]([O:27][CH2:26][CH2:25][Si:12]([CH3:16])([CH3:13])[CH3:11])[O:15][CH2:14][CH2:13][Si:12]([CH3:17])([CH3:16])[CH3:11])([CH3:3])[CH3:2]. The yield is 0.976. (4) The reactants are [Br:1][C:2]1[CH:7]=[CH:6][C:5]([OH:8])=[CH:4][CH:3]=1.N1C=CN=C1.[CH:14]([Si:17](Cl)([CH:21]([CH3:23])[CH3:22])[CH:18]([CH3:20])[CH3:19])([CH3:16])[CH3:15]. The catalyst is CN(C=O)C.O. The product is [Br:1][C:2]1[CH:7]=[CH:6][C:5]([O:8][Si:17]([CH:21]([CH3:23])[CH3:22])([CH:18]([CH3:20])[CH3:19])[CH:14]([CH3:16])[CH3:15])=[CH:4][CH:3]=1. The yield is 1.00. (5) The reactants are C([NH:5][S:6]([C:9]1[CH:14]=[CH:13][CH:12]=[C:11]([C:15]2[N:16]=[CH:17][N:18]([C:20]3[N:25]=[C:24]([CH:26]([F:28])[F:27])[CH:23]=[C:22]([C:29]4[CH:30]=[N:31][C:32]([C:35]([F:38])([F:37])[F:36])=[CH:33][CH:34]=4)[N:21]=3)[CH:19]=2)[CH:10]=1)(=[O:8])=[O:7])(C)(C)C.C(O)(C(F)(F)F)=O. The catalyst is ClCCl. The product is [F:28][CH:26]([F:27])[C:24]1[CH:23]=[C:22]([C:29]2[CH:30]=[N:31][C:32]([C:35]([F:38])([F:36])[F:37])=[CH:33][CH:34]=2)[N:21]=[C:20]([N:18]2[CH:19]=[C:15]([C:11]3[CH:10]=[C:9]([S:6]([NH2:5])(=[O:8])=[O:7])[CH:14]=[CH:13][CH:12]=3)[N:16]=[CH:17]2)[N:25]=1. The yield is 0.0400. (6) The reactants are C(OC([N:8]1[CH2:13][CH2:12][NH:11][CH2:10][CH2:9]1)=O)(C)(C)C.[Cl:14][C:15]1[CH:16]=[C:17]2[C:22](=[CH:23][CH:24]=1)[CH:21]=[C:20]([S:25](Cl)(=[O:27])=[O:26])[CH:19]=[CH:18]2. No catalyst specified. The product is [ClH:14].[Cl:14][C:15]1[CH:16]=[C:17]2[C:22](=[CH:23][CH:24]=1)[CH:21]=[C:20]([S:25]([N:8]1[CH2:9][CH2:10][NH:11][CH2:12][CH2:13]1)(=[O:27])=[O:26])[CH:19]=[CH:18]2. The yield is 0.580. (7) The yield is 0.770. The reactants are [CH3:1][C:2]1([CH3:39])[C:14]2[CH:13]=[C:12]([N:15]([C:23]3[CH:28]=[CH:27][C:26]([CH3:29])=[CH:25][CH:24]=3)[C:16]3[CH:21]=[CH:20][C:19]([CH3:22])=[CH:18][CH:17]=3)[CH:11]=[CH:10][C:9]=2[C:8]2[C:3]1=[CH:4][C:5](B1OC(C)(C)C(C)(C)O1)=[CH:6][CH:7]=2.I[C:41]1[CH:46]=[CH:45][C:44]([Br:47])=[CH:43][N:42]=1.C([O-])([O-])=O.[K+].[K+]. The product is [Br:47][C:44]1[CH:45]=[CH:46][C:41]([C:5]2[CH:4]=[C:3]3[C:8]([C:9]4[CH:10]=[CH:11][C:12]([N:15]([C:23]5[CH:28]=[CH:27][C:26]([CH3:29])=[CH:25][CH:24]=5)[C:16]5[CH:21]=[CH:20][C:19]([CH3:22])=[CH:18][CH:17]=5)=[CH:13][C:14]=4[C:2]3([CH3:1])[CH3:39])=[CH:7][CH:6]=2)=[N:42][CH:43]=1. The catalyst is O1CCOCC1.O.C1C=CC([P]([Pd]([P](C2C=CC=CC=2)(C2C=CC=CC=2)C2C=CC=CC=2)([P](C2C=CC=CC=2)(C2C=CC=CC=2)C2C=CC=CC=2)[P](C2C=CC=CC=2)(C2C=CC=CC=2)C2C=CC=CC=2)(C2C=CC=CC=2)C2C=CC=CC=2)=CC=1.